Dataset: Forward reaction prediction with 1.9M reactions from USPTO patents (1976-2016). Task: Predict the product of the given reaction. (1) Given the reactants [CH3:1][O:2][C:3]1[CH:8]=[CH:7][C:6]([NH2:9])=[C:5]([N+:10]([O-:12])=[O:11])[CH:4]=1.[Br:13][C:14]1[CH:15]=[CH:16][C:17]([N+]([O-])=O)=[N:18][CH:19]=1.CC([O-])(C)C.[K+], predict the reaction product. The product is: [Br:13][C:14]1[CH:15]=[CH:16][C:17]([NH:9][C:6]2[CH:7]=[CH:8][C:3]([O:2][CH3:1])=[CH:4][C:5]=2[N+:10]([O-:12])=[O:11])=[N:18][CH:19]=1. (2) Given the reactants Br.Br[CH2:3][C:4]1[CH:9]=[CH:8][CH:7]=[CH:6][N:5]=1.[F:10][C:11]1[CH:12]=[C:13]([N:17]2[C@@:21]3([CH2:26][CH2:25][N:24]([CH2:27][C:28]4[CH:33]=[CH:32][CH:31]=[C:30]([O:34][CH:35]([CH3:37])[CH3:36])[CH:29]=4)[C@@H:23]([CH3:38])[CH2:22]3)[CH2:20][NH:19][S:18]2(=[O:40])=[O:39])[CH:14]=[CH:15][CH:16]=1.C(=O)([O-])[O-].[Cs+].[Cs+], predict the reaction product. The product is: [F:10][C:11]1[CH:12]=[C:13]([N:17]2[C@@:21]3([CH2:26][CH2:25][N:24]([CH2:27][C:28]4[CH:33]=[CH:32][CH:31]=[C:30]([O:34][CH:35]([CH3:36])[CH3:37])[CH:29]=4)[C@@H:23]([CH3:38])[CH2:22]3)[CH2:20][N:19]([CH2:3][C:4]3[CH:9]=[CH:8][CH:7]=[CH:6][N:5]=3)[S:18]2(=[O:40])=[O:39])[CH:14]=[CH:15][CH:16]=1. (3) Given the reactants Cl.[C:2]([CH2:4][C:5]1[CH:34]=[CH:33][C:8]([CH2:9][C:10]2([CH2:16][N:17]([C@@H:24]3[CH2:26][C@H:25]3[C:27]3[CH:32]=[CH:31][CH:30]=[CH:29][CH:28]=3)[C:18](=[O:23])[C:19]([F:22])([F:21])[F:20])[CH2:15][CH2:14][NH:13][CH2:12][CH2:11]2)=[CH:7][CH:6]=1)#[N:3].[CH:35]([C:37]1([C:40]([O:42][C:43]([CH3:46])([CH3:45])[CH3:44])=[O:41])[CH2:39][CH2:38]1)=O.C(O)(=O)C.C(O[BH-](OC(=O)C)OC(=O)C)(=O)C.[Na+], predict the reaction product. The product is: [C:2]([CH2:4][C:5]1[CH:6]=[CH:7][C:8]([CH2:9][C:10]2([CH2:16][N:17]([C@@H:24]3[CH2:26][C@H:25]3[C:27]3[CH:32]=[CH:31][CH:30]=[CH:29][CH:28]=3)[C:18](=[O:23])[C:19]([F:21])([F:22])[F:20])[CH2:15][CH2:14][N:13]([CH2:35][C:37]3([C:40]([O:42][C:43]([CH3:46])([CH3:45])[CH3:44])=[O:41])[CH2:38][CH2:39]3)[CH2:12][CH2:11]2)=[CH:33][CH:34]=1)#[N:3]. (4) The product is: [OH:16][CH2:15][CH:14]1[O:17][C:18](=[O:19])[N:12]([C:9]2[CH:8]=[CH:7][C:6]([O:5][CH3:4])=[CH:11][CH:10]=2)[CH2:13]1. Given the reactants C[O-].[Na+].[CH3:4][O:5][C:6]1[CH:11]=[CH:10][C:9]([NH:12][CH2:13][CH:14]([OH:17])[CH2:15][OH:16])=[CH:8][CH:7]=1.[C:18](=O)(OCC)[O:19]CC, predict the reaction product. (5) Given the reactants [CH3:1][C:2]1[CH:3]=[C:4]([CH2:29][OH:30])[C:5]([CH2:21][O:22][CH:23]2[CH2:28][CH2:27][CH2:26][CH2:25][O:24]2)=[C:6]2[C:10]=1[N:9]([S:11]([C:14]1[CH:20]=[CH:19][C:17]([CH3:18])=[CH:16][CH:15]=1)(=[O:13])=[O:12])[CH:8]=[CH:7]2.[H-].[Na+].[CH3:33]I, predict the reaction product. The product is: [CH3:33][O:30][CH2:29][C:4]1[C:5]([CH2:21][O:22][CH:23]2[CH2:28][CH2:27][CH2:26][CH2:25][O:24]2)=[C:6]2[C:10](=[C:2]([CH3:1])[CH:3]=1)[N:9]([S:11]([C:14]1[CH:15]=[CH:16][C:17]([CH3:18])=[CH:19][CH:20]=1)(=[O:13])=[O:12])[CH:8]=[CH:7]2.